Dataset: Full USPTO retrosynthesis dataset with 1.9M reactions from patents (1976-2016). Task: Predict the reactants needed to synthesize the given product. (1) Given the product [NH2:1][C:2]1[N:7]=[C:6]([NH:8][CH2:9][CH2:10][NH:11][C:12]2[CH:17]=[C:16]([C:23]3[CH:22]=[C:21]([Cl:20])[CH:26]=[CH:25][C:24]=3[O:30][CH3:31])[N:15]=[C:14]([NH2:19])[N:13]=2)[CH:5]=[CH:4][N:3]=1, predict the reactants needed to synthesize it. The reactants are: [NH2:1][C:2]1[N:7]=[C:6]([NH:8][CH2:9][CH2:10][NH:11][C:12]2[CH:17]=[C:16](Cl)[N:15]=[C:14]([NH2:19])[N:13]=2)[CH:5]=[CH:4][N:3]=1.[Cl:20][C:21]1[CH:22]=[CH:23][C:24]([O:30][CH3:31])=[C:25](B(O)O)[CH:26]=1. (2) The reactants are: Cl[C:2]1[NH:3][C:4](=[O:13])[C:5]2[C:10]([CH:11]=1)=[C:9]([CH3:12])[CH:8]=[CH:7][CH:6]=2.[CH3:14][N:15]1[CH2:20][CH2:19][NH:18][CH2:17][CH2:16]1. Given the product [CH3:12][C:9]1[CH:8]=[CH:7][CH:6]=[C:5]2[C:10]=1[CH:11]=[C:2]([N:18]1[CH2:19][CH2:20][N:15]([CH3:14])[CH2:16][CH2:17]1)[NH:3][C:4]2=[O:13], predict the reactants needed to synthesize it.